Dataset: Reaction yield outcomes from USPTO patents with 853,638 reactions. Task: Predict the reaction yield, written as a fraction of the theoretical maximum amount of product (1.0 means a 100% yield; for example, 0.34 means a 34% yield). (1) The reactants are [C:1]1([NH:7][C:8]2[S:9][C:10]([C:20]([OH:22])=O)=[C:11]3[CH2:19][CH2:18][C:14]4[CH:15]=[N:16][O:17][C:13]=4[C:12]=23)[CH:6]=[CH:5][CH:4]=[CH:3][CH:2]=1.C(Cl)(=O)C(Cl)=O.[NH2:29][C:30]1[CH:35]=[CH:34][CH:33]=[CH:32][N:31]=1.C(O)(=O)CC(CC(O)=O)(C(O)=O)O. The catalyst is C1COCC1.CN(C=O)C.C(N(CC)CC)C. The product is [N:31]1[CH:32]=[CH:33][CH:34]=[CH:35][C:30]=1[NH:29][C:20]([C:10]1[S:9][C:8]([NH:7][C:1]2[CH:2]=[CH:3][CH:4]=[CH:5][CH:6]=2)=[C:12]2[C:13]3[O:17][N:16]=[CH:15][C:14]=3[CH2:18][CH2:19][C:11]=12)=[O:22]. The yield is 0.360. (2) The reactants are Cl[C:2]1[C:3]2[C@H:10]([CH3:11])[CH2:9][CH2:8][C:4]=2[N:5]=[CH:6][N:7]=1.[Br-].[CH2:13]([O:15][C:16]([C:18]1[S:22][C:21]([Zn+])=[CH:20][CH:19]=1)=[O:17])[CH3:14].C1COCC1.O. The catalyst is C(OCC)C.C1C=CC([P]([Pd]([P](C2C=CC=CC=2)(C2C=CC=CC=2)C2C=CC=CC=2)([P](C2C=CC=CC=2)(C2C=CC=CC=2)C2C=CC=CC=2)[P](C2C=CC=CC=2)(C2C=CC=CC=2)C2C=CC=CC=2)(C2C=CC=CC=2)C2C=CC=CC=2)=CC=1. The product is [CH3:11][C@H:10]1[C:3]2[C:2]([C:21]3[S:22][C:18]([C:16]([O:15][CH2:13][CH3:14])=[O:17])=[CH:19][CH:20]=3)=[N:7][CH:6]=[N:5][C:4]=2[CH2:8][CH2:9]1. The yield is 0.780.